Predict the reactants needed to synthesize the given product. From a dataset of Full USPTO retrosynthesis dataset with 1.9M reactions from patents (1976-2016). (1) Given the product [NH2:1][C:2]1[C:3]([C:33]2[CH:34]=[CH:35][C:30]([C:28]([NH:27][C@@H:24]([C:20]3[CH:21]=[CH:22][CH:23]=[C:18]([Cl:17])[CH:19]=3)[CH2:25][OH:26])=[O:29])=[C:31]([F:39])[CH:32]=2)=[CH:4][C:5]([CH:8]2[CH2:9][CH2:10][C:11](=[O:15])[N:12]([CH3:14])[CH2:13]2)=[CH:6][N:7]=1, predict the reactants needed to synthesize it. The reactants are: [NH2:1][C:2]1[N:7]=[CH:6][C:5]([CH:8]2[CH2:13][N:12]([CH3:14])[C:11](=[O:15])[CH2:10][CH2:9]2)=[CH:4][C:3]=1Br.[Cl:17][C:18]1[CH:19]=[C:20]([C@H:24]([NH:27][C:28]([C:30]2[CH:35]=[CH:34][C:33](B(O)O)=[CH:32][C:31]=2[F:39])=[O:29])[CH2:25][OH:26])[CH:21]=[CH:22][CH:23]=1. (2) Given the product [CH:16]1([N:15]([CH:19]2[CH2:21][CH2:20]2)[C:13]([C:11]2[N:10]([CH2:22][CH3:23])[C:8]3=[N:9][C:4]([NH:3]/[C:33](/[S:34][CH3:35])=[CH:32]/[C:31](=[O:38])[CH:30]([O:29][CH3:28])[O:39][CH3:40])=[C:5]4[N:26]=[CH:25][N:24]([CH3:27])[C:6]4=[C:7]3[CH:12]=2)=[O:14])[CH2:18][CH2:17]1, predict the reactants needed to synthesize it. The reactants are: [H-].[Na+].[NH2:3][C:4]1[N:9]=[C:8]2[N:10]([CH2:22][CH3:23])[C:11]([C:13]([N:15]([CH:19]3[CH2:21][CH2:20]3)[CH:16]3[CH2:18][CH2:17]3)=[O:14])=[CH:12][C:7]2=[C:6]2[N:24]([CH3:27])[CH:25]=[N:26][C:5]=12.[CH3:28][O:29][CH:30]([O:39][CH3:40])[C:31](=[O:38])[CH:32]=[C:33](SC)[S:34][CH3:35]. (3) The reactants are: [F:1][C:2]1[N:6]([CH3:7])[N:5]=[C:4]([CH3:8])[C:3]=1[C:9](Cl)=[O:10].[C:12]1([C:25]2[CH:30]=[CH:29][CH:28]=[CH:27][CH:26]=2)[CH:17]=[CH:16][C:15]([O:18][CH2:19][CH2:20][NH:21][CH:22]2[CH2:24][CH2:23]2)=[CH:14][CH:13]=1.C(N(CC)CC)C.CCCCCCC.C(OCC)(=O)C. Given the product [C:12]1([C:25]2[CH:26]=[CH:27][CH:28]=[CH:29][CH:30]=2)[CH:17]=[CH:16][C:15]([O:18][CH2:19][CH2:20][N:21]([CH:22]2[CH2:24][CH2:23]2)[C:9]([C:3]2[C:4]([CH3:8])=[N:5][N:6]([CH3:7])[C:2]=2[F:1])=[O:10])=[CH:14][CH:13]=1, predict the reactants needed to synthesize it.